This data is from Full USPTO retrosynthesis dataset with 1.9M reactions from patents (1976-2016). The task is: Predict the reactants needed to synthesize the given product. (1) Given the product [C:1]([O:5][C:6]([N:8]1[CH2:11][CH:10]([C:12]2[CH:13]=[N:14][C:15]([N:32]=[C:19]([C:20]3[CH:25]=[CH:24][CH:23]=[CH:22][CH:21]=3)[C:26]3[CH:31]=[CH:30][CH:29]=[CH:28][CH:27]=3)=[CH:16][CH:17]=2)[CH2:9]1)=[O:7])([CH3:4])([CH3:3])[CH3:2], predict the reactants needed to synthesize it. The reactants are: [C:1]([O:5][C:6]([N:8]1[CH2:11][CH:10]([C:12]2[CH:13]=[N:14][C:15](Cl)=[CH:16][CH:17]=2)[CH2:9]1)=[O:7])([CH3:4])([CH3:3])[CH3:2].[C:19](=[NH:32])([C:26]1[CH:31]=[CH:30][CH:29]=[CH:28][CH:27]=1)[C:20]1[CH:25]=[CH:24][CH:23]=[CH:22][CH:21]=1.CC1(C)C2C(=C(P(C3C=CC=CC=3)C3C=CC=CC=3)C=CC=2)OC2C(P(C3C=CC=CC=3)C3C=CC=CC=3)=CC=CC1=2.C(=O)([O-])[O-].[Cs+].[Cs+]. (2) The reactants are: [BH4-].[Na+].S(=O)(=O)(O)O.[O:8]([C:15]1[CH:23]=[CH:22][C:18]([C:19](O)=[O:20])=[CH:17][CH:16]=1)[C:9]1[CH:14]=[CH:13][CH:12]=[CH:11][CH:10]=1.[OH-].[Na+]. Given the product [O:8]([C:15]1[CH:16]=[CH:17][C:18]([CH2:19][OH:20])=[CH:22][CH:23]=1)[C:9]1[CH:10]=[CH:11][CH:12]=[CH:13][CH:14]=1, predict the reactants needed to synthesize it. (3) Given the product [CH3:1][O:2][C:3]1[CH:10]=[CH:19][C:17]([N:13]([CH3:11])[C:14]([N:47]2[CH2:46][CH2:45][CH:44]([C:42](=[O:43])[C:36]3[CH:37]=[CH:38][C:39]([O:40][CH3:41])=[C:34]([F:33])[CH:35]=3)[CH2:49][CH2:48]2)=[O:23])=[CH:18][CH:4]=1, predict the reactants needed to synthesize it. The reactants are: [CH3:1][O:2][C:3]1[CH:10]=CC(NC)=C[CH:4]=1.[CH2:11]([N:13]([CH:17]([CH3:19])[CH3:18])[CH:14](C)C)C.ClC(Cl)([O:23]C(=O)OC(Cl)(Cl)Cl)Cl.Cl.[F:33][C:34]1[CH:35]=[C:36]([C:42]([CH:44]2[CH2:49][CH2:48][NH:47][CH2:46][CH2:45]2)=[O:43])[CH:37]=[CH:38][C:39]=1[O:40][CH3:41]. (4) Given the product [C:1]([O:4][CH2:5][CH:6]1[CH2:10][CH2:9][C:8]([CH2:20][O:21][Si:22]([C:25]([CH3:28])([CH3:27])[CH3:26])([CH3:23])[CH3:24])([CH2:11][O:12][Si:13]([C:16]([CH3:18])([CH3:19])[CH3:17])([CH3:14])[CH3:15])[NH:7]1)(=[O:3])[CH3:2], predict the reactants needed to synthesize it. The reactants are: [C:1]([O:4][CH2:5][CH:6]1[CH2:10][CH2:9][C:8]([CH2:20][O:21][Si:22]([C:25]([CH3:28])([CH3:27])[CH3:26])([CH3:24])[CH3:23])([CH2:11][O:12][Si:13]([C:16]([CH3:19])([CH3:18])[CH3:17])([CH3:15])[CH3:14])[N:7]1CC1C=CC=CC=1)(=[O:3])[CH3:2]. (5) Given the product [CH2:1]([O:8][C@H:9]1[C@@H:17]([C@@H:18]([OH:19])[C:34]([F:37])([F:36])[F:35])[O:16][C@H:15]2[C@H:11]([N:12]=[C:13]([N:20]([CH3:28])[C:21](=[O:27])[O:22][C:23]([CH3:24])([CH3:25])[CH3:26])[S:14]2)[C@H:10]1[F:29])[C:2]1[CH:3]=[CH:4][CH:5]=[CH:6][CH:7]=1, predict the reactants needed to synthesize it. The reactants are: [CH2:1]([O:8][C@H:9]1[C@@H:17]([CH:18]=[O:19])[O:16][C@H:15]2[C@H:11]([N:12]=[C:13]([N:20]([CH3:28])[C:21](=[O:27])[O:22][C:23]([CH3:26])([CH3:25])[CH3:24])[S:14]2)[C@H:10]1[F:29])[C:2]1[CH:7]=[CH:6][CH:5]=[CH:4][CH:3]=1.[Si]([C:34]([F:37])([F:36])[F:35])(C)(C)C.CCCC[N+](CCCC)(CCCC)CCCC.[F-]. (6) Given the product [CH2:24]([N:7]1[C:8]2[CH:13]=[CH:12][CH:11]=[CH:10][C:9]=2[N:5]([CH2:4][CH2:3][C:2]([NH:16][C:17](=[O:23])[O:18][C:19]([CH3:22])([CH3:21])[CH3:20])([CH3:1])[CH3:15])[C:6]1=[O:14])[C:25]1[CH:30]=[CH:29][CH:28]=[CH:27][CH:26]=1, predict the reactants needed to synthesize it. The reactants are: [CH3:1][C:2]([NH:16][C:17](=[O:23])[O:18][C:19]([CH3:22])([CH3:21])[CH3:20])([CH3:15])[CH2:3][CH2:4][N:5]1[C:9]2[CH:10]=[CH:11][CH:12]=[CH:13][C:8]=2[NH:7][C:6]1=[O:14].[CH2:24](Cl)[C:25]1[CH:30]=[CH:29][CH:28]=[CH:27][CH:26]=1.CC(C)([O-])C.[K+]. (7) Given the product [CH3:1][CH2:2][O:3][C:4]([C:6]1[N:7]([C:17]([O:19][C:20]([CH3:22])([CH3:21])[CH3:23])=[O:18])[C:8]2[C:13]([CH:14]=1)=[CH:12][C:11]([Cl:15])=[CH:10][C:9]=2[CH2:16][Br:24])=[O:5], predict the reactants needed to synthesize it. The reactants are: [CH3:1][CH2:2][O:3][C:4]([C:6]1[N:7]([C:17]([O:19][C:20]([CH3:23])([CH3:22])[CH3:21])=[O:18])[C:8]2[C:13]([CH:14]=1)=[CH:12][C:11]([Cl:15])=[CH:10][C:9]=2[CH3:16])=[O:5].[Br:24]N1C(=O)CCC1=O.C(OOC(=O)C1C=CC=CC=1)(=O)C1C=CC=CC=1. (8) Given the product [F:15][C:4]1[C:5]([C:8]2[CH2:12][CH:11]([CH2:13][OH:14])[O:10][N:9]=2)=[N:6][CH:7]=[C:2]([B:16]2[O:20][C:19]([CH3:22])([CH3:21])[C:18]([CH3:24])([CH3:23])[O:17]2)[CH:3]=1, predict the reactants needed to synthesize it. The reactants are: Br[C:2]1[CH:3]=[C:4]([F:15])[C:5]([C:8]2[CH2:12][CH:11]([CH2:13][OH:14])[O:10][N:9]=2)=[N:6][CH:7]=1.[B:16]1([B:16]2[O:20][C:19]([CH3:22])([CH3:21])[C:18]([CH3:24])([CH3:23])[O:17]2)[O:20][C:19]([CH3:22])([CH3:21])[C:18]([CH3:24])([CH3:23])[O:17]1.CC([O-])=O.[K+].CO. (9) Given the product [O:11]1[CH2:16][CH2:15][CH2:14][CH2:13][CH:12]1[O:10][C:7]1[CH:8]=[CH:9][C:4]([C:2](=[O:3])[CH3:1])=[CH:5][CH:6]=1, predict the reactants needed to synthesize it. The reactants are: [CH3:1][C:2]([C:4]1[CH:5]=[CH:6][C:7]([OH:10])=[CH:8][CH:9]=1)=[O:3].[O:11]1[CH:16]=[CH:15][CH2:14][CH2:13][CH2:12]1.